This data is from NCI-60 drug combinations with 297,098 pairs across 59 cell lines. The task is: Regression. Given two drug SMILES strings and cell line genomic features, predict the synergy score measuring deviation from expected non-interaction effect. (1) Drug 1: CN1C(=O)N2C=NC(=C2N=N1)C(=O)N. Drug 2: CC1=C(C(=CC=C1)Cl)NC(=O)C2=CN=C(S2)NC3=CC(=NC(=N3)C)N4CCN(CC4)CCO. Cell line: UACC-257. Synergy scores: CSS=-4.37, Synergy_ZIP=1.57, Synergy_Bliss=0.889, Synergy_Loewe=-9.27, Synergy_HSA=-5.28. (2) Drug 1: CCC1=CC2CC(C3=C(CN(C2)C1)C4=CC=CC=C4N3)(C5=C(C=C6C(=C5)C78CCN9C7C(C=CC9)(C(C(C8N6C)(C(=O)OC)O)OC(=O)C)CC)OC)C(=O)OC.C(C(C(=O)O)O)(C(=O)O)O. Drug 2: C1=NC2=C(N=C(N=C2N1C3C(C(C(O3)CO)O)O)F)N. Cell line: U251. Synergy scores: CSS=22.8, Synergy_ZIP=0.377, Synergy_Bliss=0.597, Synergy_Loewe=-34.3, Synergy_HSA=0.710. (3) Drug 1: C(=O)(N)NO. Drug 2: C(CC(=O)O)C(=O)CN.Cl. Cell line: SF-539. Synergy scores: CSS=17.2, Synergy_ZIP=-6.87, Synergy_Bliss=-3.59, Synergy_Loewe=1.31, Synergy_HSA=1.50. (4) Drug 1: C1CC(=O)NC(=O)C1N2CC3=C(C2=O)C=CC=C3N. Drug 2: CC1=C(C(CCC1)(C)C)C=CC(=CC=CC(=CC(=O)O)C)C. Cell line: SK-MEL-5. Synergy scores: CSS=0.779, Synergy_ZIP=0.326, Synergy_Bliss=-0.395, Synergy_Loewe=-0.385, Synergy_HSA=-0.868. (5) Drug 1: CC1=C(C=C(C=C1)C(=O)NC2=CC(=CC(=C2)C(F)(F)F)N3C=C(N=C3)C)NC4=NC=CC(=N4)C5=CN=CC=C5. Drug 2: C1=NNC2=C1C(=O)NC=N2. Cell line: TK-10. Synergy scores: CSS=-1.38, Synergy_ZIP=2.61, Synergy_Bliss=3.37, Synergy_Loewe=-0.829, Synergy_HSA=-0.950.